Dataset: Forward reaction prediction with 1.9M reactions from USPTO patents (1976-2016). Task: Predict the product of the given reaction. Given the reactants [N:1]1[N:2]([C:10]2[N:31]=[CH:30][CH:29]=[CH:28][C:11]=2[C:12]([NH:14][CH:15]([CH2:21][C:22]2[CH:27]=[CH:26][CH:25]=[CH:24][CH:23]=2)[CH:16]([OH:20])[C:17](O)=[O:18])=[O:13])[CH:3]=[C:4]2[C:9]=1[CH:8]=[CH:7][CH:6]=[CH:5]2.[CH2:32]([NH2:34])[CH3:33], predict the reaction product. The product is: [CH2:32]([NH:34][C:17](=[O:18])[CH:16]([OH:20])[CH:15]([NH:14][C:12](=[O:13])[C:11]1[CH:28]=[CH:29][CH:30]=[N:31][C:10]=1[N:2]1[CH:3]=[C:4]2[C:9]([CH:8]=[CH:7][CH:6]=[CH:5]2)=[N:1]1)[CH2:21][C:22]1[CH:23]=[CH:24][CH:25]=[CH:26][CH:27]=1)[CH3:33].